Dataset: Full USPTO retrosynthesis dataset with 1.9M reactions from patents (1976-2016). Task: Predict the reactants needed to synthesize the given product. (1) Given the product [C:27]([C:31]1[CH:32]=[C:33]([CH3:49])[CH:34]([C:36]([C:10]2[C:9]3[CH2:8][C:7]4[C:15](=[CH:16][CH:17]=[C:5]([C:1]([CH3:4])([CH3:3])[CH3:2])[CH:6]=4)[C:14]=3[CH:13]=[CH:12][C:11]=2[C:18]([CH3:21])([CH3:20])[CH3:19])([C:37]2[CH:38]=[CH:39][CH:40]=[CH:41][CH:42]=2)[C:43]2[CH:44]=[CH:45][CH:46]=[CH:47][CH:48]=2)[CH:35]=1)([CH3:28])([CH3:29])[CH3:30], predict the reactants needed to synthesize it. The reactants are: [C:1]([C:5]1[CH:17]=[CH:16][C:15]2[C:14]3[C:9](=[CH:10][C:11]([C:18]([CH3:21])([CH3:20])[CH3:19])=[CH:12][CH:13]=3)[CH2:8][C:7]=2[CH:6]=1)([CH3:4])([CH3:3])[CH3:2].C([Li])CCC.[C:27]([C:31]1[CH:32]=[C:33]([CH3:49])[C:34](=[C:36]([C:43]2[CH:48]=[CH:47][CH:46]=[CH:45][CH:44]=2)[C:37]2[CH:42]=[CH:41][CH:40]=[CH:39][CH:38]=2)[CH:35]=1)([CH3:30])([CH3:29])[CH3:28].Cl. (2) Given the product [Br:21][C:18]1[CH:19]=[CH:20][C:15]([O:14][C@@H:10]2[CH2:9][NH:8][CH2:12][C@H:11]2[OH:13])=[C:16]([O:22][CH3:23])[CH:17]=1, predict the reactants needed to synthesize it. The reactants are: C(OC([N:8]1[CH2:12][CH:11]([OH:13])[CH:10]([O:14][C:15]2[CH:20]=[CH:19][C:18]([Br:21])=[CH:17][C:16]=2[O:22][CH3:23])[CH2:9]1)=O)(C)(C)C.FC(F)(F)C(O)=O. (3) Given the product [F:28][C:29]([F:34])([F:33])[C:30]([OH:32])=[O:31].[OH:10][C:9]1[C:4]2[N:5]([CH:27]=[C:2]([CH3:1])[N:3]=2)[CH:6]=[C:7]([N:20]2[CH:25]=[CH:24][CH:23]=[CH:22][C:21]2=[O:26])[CH:8]=1, predict the reactants needed to synthesize it. The reactants are: [CH3:1][C:2]1[N:3]=[C:4]2[C:9]([O:10]CC3C=CC(OC)=CC=3)=[CH:8][C:7]([N:20]3[CH:25]=[CH:24][CH:23]=[CH:22][C:21]3=[O:26])=[CH:6][N:5]2[CH:27]=1.[F:28][C:29]([F:34])([F:33])[C:30]([OH:32])=[O:31]. (4) The reactants are: [C:1]([OH:5])(=O)[CH:2]=[CH2:3].[CH3:6][NH:7][CH2:8][C:9]1[S:17][C:16]2[C:15]([N:18]3[CH2:23][CH2:22][O:21][CH2:20][CH2:19]3)=[N:14][C:13]([C:24]3[CH:25]=[C:26]([OH:30])[CH:27]=[CH:28][CH:29]=3)=[N:12][C:11]=2[CH:10]=1.CN(C(ON1N=NC2C=CC=NC1=2)=[N+](C)C)C.F[P-](F)(F)(F)(F)F. Given the product [OH:30][C:26]1[CH:25]=[C:24]([C:13]2[N:14]=[C:15]([N:18]3[CH2:19][CH2:20][O:21][CH2:22][CH2:23]3)[C:16]3[S:17][C:9]([CH2:8][N:7]([CH3:6])[C:1](=[O:5])[CH:2]=[CH2:3])=[CH:10][C:11]=3[N:12]=2)[CH:29]=[CH:28][CH:27]=1, predict the reactants needed to synthesize it. (5) Given the product [OH:86][CH:2]([CH2:3][OH:38])[CH2:1][C:4]1[CH:5]=[C:6]([CH:12]=[CH:13][C:14]=1[O:15][CH3:16])[C:7]([N:9]([CH3:10])[CH3:11])=[O:8], predict the reactants needed to synthesize it. The reactants are: [CH2:1]([C:4]1[CH:5]=[C:6]([CH:12]=[CH:13][C:14]=1[O:15][CH3:16])[C:7]([N:9]([CH3:11])[CH3:10])=[O:8])[CH:2]=[CH2:3].CC[C@@H]1[C@@H]2C[C@H]([C@@H](OC3C4C(=CC=CC=4)C(O[C@@H](C4C=CN=C5C=4C=C(OC)C=C5)[C@@H]4N5C[C@H](CC)[C@@H](CC5)C4)=NN=3)C3C=CN=C4C=3C=C([O:38]C)C=C4)N(CC2)C1.S([O-])([O-])=O.[Na+].[Na+].C(O)(C)(C)C.[OH2:86].